Dataset: Reaction yield outcomes from USPTO patents with 853,638 reactions. Task: Predict the reaction yield, written as a fraction of the theoretical maximum amount of product (1.0 means a 100% yield; for example, 0.34 means a 34% yield). (1) The reactants are C([N:8]1[CH2:12][CH2:11][CH2:10][C@@H:9]1[C:13]([OH:16])([CH3:15])[CH3:14])C1C=CC=CC=1.CC(O)=O. The catalyst is CO.[OH-].[OH-].[Pd+2]. The product is [NH:8]1[CH2:12][CH2:11][CH2:10][C@@H:9]1[C:13]([OH:16])([CH3:15])[CH3:14]. The yield is 0.950. (2) The reactants are C([O:3][C:4](=[O:29])[CH:5]([C:10]1[CH:11]=[C:12]([C:21]2[CH:26]=[CH:25][C:24]([C:27]#[N:28])=[CH:23][CH:22]=2)[C:13]([O:16][CH2:17][CH:18]2[CH2:20][CH2:19]2)=[CH:14][CH:15]=1)[CH2:6][CH:7]([CH3:9])[CH3:8])C.O.[OH-].[Li+]. The catalyst is CO.C1COCC1.O. The product is [C:27]([C:24]1[CH:23]=[CH:22][C:21]([C:12]2[C:13]([O:16][CH2:17][CH:18]3[CH2:20][CH2:19]3)=[CH:14][CH:15]=[C:10]([CH:5]([CH2:6][CH:7]([CH3:9])[CH3:8])[C:4]([OH:29])=[O:3])[CH:11]=2)=[CH:26][CH:25]=1)#[N:28]. The yield is 0.400. (3) The reactants are CON(C)[C:4]([C:6]1[N:7]=[N:8][CH:9]=[CH:10][CH:11]=1)=[O:5].[C:13]([Cu])#N.O. The catalyst is CN(C=O)C.C1C=CC([P]([Pd]([P](C2C=CC=CC=2)(C2C=CC=CC=2)C2C=CC=CC=2)([P](C2C=CC=CC=2)(C2C=CC=CC=2)C2C=CC=CC=2)[P](C2C=CC=CC=2)(C2C=CC=CC=2)C2C=CC=CC=2)(C2C=CC=CC=2)C2C=CC=CC=2)=CC=1. The product is [N:8]1[CH:9]=[CH:10][CH:11]=[C:6]([CH:4]([OH:5])[CH3:13])[N:7]=1. The yield is 0.520. (4) The reactants are Cl.[CH2:2]([NH2:4])[CH3:3].CCN(CC)CC.C1([O:18][C:19](=O)[NH:20][C:21]2[CH:26]=[C:25]([O:27][C:28]3[CH:33]=[CH:32][C:31]([NH:34][C:35]([C:37]4[C:38](=[O:50])[N:39]([C:44]5[CH:49]=[CH:48][CH:47]=[CH:46][CH:45]=5)[N:40]([CH3:43])[C:41]=4[CH3:42])=[O:36])=[CH:30][CH:29]=3)[CH:24]=[CH:23][N:22]=2)C=CC=CC=1. The catalyst is CN1C(=O)CCC1. The product is [CH2:2]([NH:4][C:19](=[O:18])[NH:20][C:21]1[CH:26]=[C:25]([O:27][C:28]2[CH:29]=[CH:30][C:31]([NH:34][C:35]([C:37]3[C:38](=[O:50])[N:39]([C:44]4[CH:49]=[CH:48][CH:47]=[CH:46][CH:45]=4)[N:40]([CH3:43])[C:41]=3[CH3:42])=[O:36])=[CH:32][CH:33]=2)[CH:24]=[CH:23][N:22]=1)[CH3:3]. The yield is 0.500. (5) The reactants are [CH:1]1([C:4]2[CH:10]=[CH:9][CH:8]=[C:7]([CH3:11])[C:5]=2[O-:6])[CH2:3][CH2:2]1.[Na+].C(O)CCCCCCC.[OH:22][C:23]1[CH:28]=[C:27]([Cl:29])[N:26]=[N:25][C:24]=1Cl.C1(C2C=CC=C(C)C=2O)CC1. The catalyst is C1(C)C=CC=CC=1.O. The product is [Cl:29][C:27]1[N:26]=[N:25][C:24]([O:6][C:5]2[C:7]([CH3:11])=[CH:8][CH:9]=[CH:10][C:4]=2[CH:1]2[CH2:3][CH2:2]2)=[C:23]([OH:22])[CH:28]=1. The yield is 0.692. (6) The reactants are C(OC([NH:8][CH2:9][C:10]([CH3:42])([CH3:41])[CH2:11][C:12]([O:14][C@@:15]1([CH2:39][CH3:40])[C:36]2[CH:35]=[C:34]3[N:21]([CH2:22][C:23]4[C:24]3=[N:25][C:26]3[CH:27]=[CH:28][CH:29]=[C:30]([Br:33])[C:31]=3[CH:32]=4)[C:20](=[O:37])[C:19]=2[CH2:18][O:17][C:16]1=[O:38])=[O:13])=O)(C)(C)C.[ClH:43]. The catalyst is O1CCOCC1. The product is [ClH:43].[NH2:8][CH2:9][C:10]([CH3:41])([CH3:42])[CH2:11][C:12]([O:14][C@@:15]1([CH2:39][CH3:40])[C:36]2[CH:35]=[C:34]3[N:21]([CH2:22][C:23]4[C:24]3=[N:25][C:26]3[CH:27]=[CH:28][CH:29]=[C:30]([Br:33])[C:31]=3[CH:32]=4)[C:20](=[O:37])[C:19]=2[CH2:18][O:17][C:16]1=[O:38])=[O:13]. The yield is 0.190. (7) The reactants are [CH3:1][C:2]1[C:3]([N:18]2[CH2:23][CH2:22][N:21]([CH3:24])[CH2:20][CH2:19]2)=[C:4]([CH2:11][N:12]2[CH2:17][CH2:16][O:15][CH2:14][CH2:13]2)[CH:5]=[C:6]([N+:8]([O-])=O)[CH:7]=1.N1CCNCC1.C([O-])=O.[NH4+]. The catalyst is CCO.[Pd]. The product is [CH3:1][C:2]1[CH:7]=[C:6]([CH:5]=[C:4]([CH2:11][N:12]2[CH2:17][CH2:16][O:15][CH2:14][CH2:13]2)[C:3]=1[N:18]1[CH2:23][CH2:22][N:21]([CH3:24])[CH2:20][CH2:19]1)[NH2:8]. The yield is 0.890.